From a dataset of Peptide-MHC class I binding affinity with 185,985 pairs from IEDB/IMGT. Regression. Given a peptide amino acid sequence and an MHC pseudo amino acid sequence, predict their binding affinity value. This is MHC class I binding data. The peptide sequence is QLSNTTGRL. The MHC is HLA-A24:02 with pseudo-sequence HLA-A24:02. The binding affinity (normalized) is 0.0462.